This data is from Forward reaction prediction with 1.9M reactions from USPTO patents (1976-2016). The task is: Predict the product of the given reaction. Given the reactants C(O[C:6]([N:8](C)[CH2:9][CH2:10][CH2:11][CH2:12][CH2:13][O:14][CH2:15][C:16]([O:18][CH2:19][CH3:20])=[O:17])=O)(C)(C)C.FC(F)(F)C(O)=O, predict the reaction product. The product is: [CH3:6][NH:8][CH2:9][CH2:10][CH2:11][CH2:12][CH2:13][O:14][CH2:15][C:16]([O:18][CH2:19][CH3:20])=[O:17].